Dataset: Peptide-MHC class II binding affinity with 134,281 pairs from IEDB. Task: Regression. Given a peptide amino acid sequence and an MHC pseudo amino acid sequence, predict their binding affinity value. This is MHC class II binding data. The peptide sequence is LLAAADELVGGPPVE. The MHC is HLA-DPA10103-DPB10401 with pseudo-sequence HLA-DPA10103-DPB10401. The binding affinity (normalized) is 0.